Task: Predict the product of the given reaction.. Dataset: Forward reaction prediction with 1.9M reactions from USPTO patents (1976-2016) Given the reactants [OH:1][C:2]1[CH:7]=[CH:6][C:5]([OH:8])=[CH:4][C:3]=1[C:9](=[O:11])[CH3:10].[CH3:12][O:13][CH2:14][CH2:15]Br.C(=O)([O-])[O-].[K+].[K+], predict the reaction product. The product is: [OH:1][C:2]1[CH:7]=[CH:6][C:5]([O:8][CH2:15][CH2:14][O:13][CH3:12])=[CH:4][C:3]=1[C:9](=[O:11])[CH3:10].